This data is from Catalyst prediction with 721,799 reactions and 888 catalyst types from USPTO. The task is: Predict which catalyst facilitates the given reaction. (1) Reactant: Cl.[CH3:2][O:3][NH2:4].C(N(CC)CC)C.[C:12]([N:19]1[CH:23]=[CH:22]N=C1)(N1C=CN=C1)=[O:13].Cl.Cl.NCC[O:29][C:30]1[C:35]([CH2:36][O:37][C:38]2[CH:39]=[CH:40][C:41]([F:45])=[C:42]([CH:44]=2)[NH2:43])=[C:34]([F:46])[C:33]([F:47])=[CH:32][CH:31]=1. Product: [F:45][C:41]1[CH:40]=[CH:39][C:38]([O:37][CH2:36][C:35]2[C:30]([O:29][CH2:22][CH2:23][NH:19][C:12]([NH:4][O:3][CH3:2])=[O:13])=[CH:31][CH:32]=[C:33]([F:47])[C:34]=2[F:46])=[CH:44][C:42]=1[NH2:43]. The catalyst class is: 35. (2) Reactant: [Cl:1][C:2]1[C:3]([NH2:12])=[N:4][CH:5]=[C:6]([O:8][CH:9]([CH3:11])[CH3:10])[CH:7]=1.Br[CH2:14][C:15](=O)[C:16]([O:18]CC)=[O:17].O.[OH-].[Na+]. Product: [Cl:1][C:2]1[C:3]2[N:4]([CH:14]=[C:15]([C:16]([OH:18])=[O:17])[N:12]=2)[CH:5]=[C:6]([O:8][CH:9]([CH3:10])[CH3:11])[CH:7]=1. The catalyst class is: 14. (3) Reactant: Cl[C:2]1[N:7]=[CH:6][N:5]=[C:4]([C:8]([NH:10][C:11]2[CH:16]=[CH:15][C:14]([S:17]([N:20]([CH2:22][C:23]([O:25][CH3:26])=[O:24])[CH3:21])(=[O:19])=[O:18])=[CH:13][C:12]=2[CH3:27])=[O:9])[CH:3]=1.C(NC(C)C)(C)C.[CH:35]1([CH2:38][NH:39][CH:40]2[CH2:45][CH2:44][CH2:43][CH2:42][CH2:41]2)[CH2:37][CH2:36]1. Product: [CH:40]1([N:39]([CH2:38][CH:35]2[CH2:36][CH2:37]2)[C:2]2[N:7]=[CH:6][N:5]=[C:4]([C:8]([NH:10][C:11]3[CH:16]=[CH:15][C:14]([S:17]([N:20]([CH2:22][C:23]([O:25][CH3:26])=[O:24])[CH3:21])(=[O:19])=[O:18])=[CH:13][C:12]=3[CH3:27])=[O:9])[CH:3]=2)[CH2:41][CH2:42][CH2:43][CH2:44][CH2:45]1. The catalyst class is: 5. (4) Reactant: [F:1][CH:2]([F:27])[C:3]1([C:19]2[CH:24]=[CH:23][CH:22]=[C:21]([F:25])[C:20]=2[CH3:26])[CH:9]2[CH:7]([CH2:8]2)[O:6][C:5]([NH:10]C(=O)C2C=CC=CC=2)=[N:4]1.N12CCCN=C1CCCCC2. Product: [F:27][CH:2]([F:1])[C:3]1([C:19]2[CH:24]=[CH:23][CH:22]=[C:21]([F:25])[C:20]=2[CH3:26])[CH:9]2[CH:7]([CH2:8]2)[O:6][C:5]([NH2:10])=[N:4]1. The catalyst class is: 5. (5) Reactant: [N:1]1[CH:6]=[CH:5][C:4]([C:7]2[N:8]=[C:9]([C:16]3[CH:21]=[CH:20][C:19]([NH2:22])=[CH:18][CH:17]=3)[O:10][C:11]=2[C:12]([F:15])([F:14])[F:13])=[CH:3][CH:2]=1.ClCCl.[Cl:26][C:27]1[CH:35]=[CH:34][CH:33]=[CH:32][C:28]=1[C:29](Cl)=[O:30]. Product: [Cl:26][C:27]1[CH:35]=[CH:34][CH:33]=[CH:32][C:28]=1[C:29]([NH:22][C:19]1[CH:20]=[CH:21][C:16]([C:9]2[O:10][C:11]([C:12]([F:15])([F:13])[F:14])=[C:7]([C:4]3[CH:5]=[CH:6][N:1]=[CH:2][CH:3]=3)[N:8]=2)=[CH:17][CH:18]=1)=[O:30]. The catalyst class is: 17.